This data is from Reaction yield outcomes from USPTO patents with 853,638 reactions. The task is: Predict the reaction yield, written as a fraction of the theoretical maximum amount of product (1.0 means a 100% yield; for example, 0.34 means a 34% yield). (1) The product is [Cl:23][C:24]1[CH:25]=[C:26]([C@@H:27]([OH:29])[CH2:28][NH:6][CH2:5][CH2:4][NH:3][C:7]2[CH:8]=[C:9]([C:13]3[CH:22]=[N:21][CH:20]=[CH:19][C:14]=3[C:15]([OH:17])=[O:16])[CH:10]=[CH:11][CH:12]=2)[CH:30]=[CH:31][CH:32]=1. The catalyst is C1(C)C=CC=CC=1.CO. The yield is 0.570. The reactants are CC1[N:3]([C:7]2[CH:8]=[C:9]([C:13]3[CH:22]=[N:21][CH:20]=[CH:19][C:14]=3[C:15]([O:17]C)=[O:16])[CH:10]=[CH:11][CH:12]=2)[CH2:4][CH2:5][N:6]=1.[Cl:23][C:24]1[CH:25]=[C:26]([CH:30]=[CH:31][CH:32]=1)[C@H:27]1[O:29][CH2:28]1.[OH-].[Na+].Cl. (2) The reactants are [OH:1][CH2:2][CH2:3][CH2:4][CH2:5][CH2:6][C:7]([O:9][CH2:10][CH3:11])=[O:8].C(N(CC)CC)C.[CH3:19][S:20](Cl)(=[O:22])=[O:21]. The catalyst is ClCCl. The product is [CH3:19][S:20]([O:1][CH2:2][CH2:3][CH2:4][CH2:5][CH2:6][C:7]([O:9][CH2:10][CH3:11])=[O:8])(=[O:22])=[O:21]. The yield is 0.850.